Task: Predict which catalyst facilitates the given reaction.. Dataset: Catalyst prediction with 721,799 reactions and 888 catalyst types from USPTO (1) Reactant: FC(F)(F)C(O)=O.[C:8]([CH2:10][C:11]([N:13]1[CH2:18][CH2:17][C@H:16]([CH3:19])[C@H:15]([NH:20]C(=O)OC(C)(C)C)[CH2:14]1)=[O:12])#[N:9]. Product: [NH2:20][C@H:15]1[C@@H:16]([CH3:19])[CH2:17][CH2:18][N:13]([C:11](=[O:12])[CH2:10][C:8]#[N:9])[CH2:14]1. The catalyst class is: 4. (2) Reactant: [H-].[Na+].[CH3:3][C:4]1[CH:5]=[C:6]([NH:15][C:16]2[N:21]=[C:20]([C:22]([F:25])([F:24])[F:23])[CH:19]=[CH:18][N:17]=2)[CH:7]=[C:8]([C:10]2[CH:11]=[N:12][NH:13][CH:14]=2)[CH:9]=1.CN(C=O)C.[CH2:31]1[O:39][CH:32]1[C:33]1[CH:38]=[CH:37][CH:36]=[CH:35][CH:34]=1. Product: [CH3:3][C:4]1[CH:9]=[C:8]([C:10]2[CH:11]=[N:12][N:13]([CH2:31][CH:32]([C:33]3[CH:38]=[CH:37][CH:36]=[CH:35][CH:34]=3)[OH:39])[CH:14]=2)[CH:7]=[C:6]([NH:15][C:16]2[N:21]=[C:20]([C:22]([F:23])([F:25])[F:24])[CH:19]=[CH:18][N:17]=2)[CH:5]=1. The catalyst class is: 6. (3) Product: [OH:18][CH2:17][CH2:16][N:12]([CH2:13][CH2:14][OH:15])[C:10]([C:9]1[C:19]([I:20])=[C:5]([N:4]([CH2:51][CH:49]([OH:50])[CH2:48][C:42]2([OH:47])[CH2:41][CH:39]([CH2:40][OH:38])[O:45][CH:44]([CH2:46][N:4]([C:5]3[C:19]([I:20])=[C:9]([C:10]([N:12]([CH2:13][CH2:14][OH:15])[CH2:16][CH2:17][OH:18])=[O:11])[C:8]([I:21])=[C:7]([C:6]=3[I:31])[C:22]([N:24]([CH2:25][CH2:26][OH:27])[CH2:28][CH2:29][OH:30])=[O:23])[C:1](=[O:32])[CH3:2])[CH2:43]2)[C:1](=[O:3])[CH3:2])[C:6]([I:31])=[C:7]([C:22](=[O:23])[N:24]([CH2:25][CH2:26][OH:27])[CH2:28][CH2:29][OH:30])[C:8]=1[I:21])=[O:11]. The catalyst class is: 24. Reactant: [C:1]([NH:4][C:5]1[C:6]([I:31])=[C:7]([C:22]([N:24]([CH2:28][CH2:29][OH:30])[CH2:25][CH2:26][OH:27])=[O:23])[C:8]([I:21])=[C:9]([C:19]=1[I:20])[C:10]([N:12]([CH2:16][CH2:17][OH:18])[CH2:13][CH2:14][OH:15])=[O:11])(=[O:3])[CH3:2].[OH-:32].[K+].B(O)(O)O.[O:38]1[CH2:40][CH:39]1[CH2:41][C:42]([CH2:48][CH:49]1[CH2:51][O:50]1)([OH:47])[CH2:43][CH:44]1[CH2:46][O:45]1. (4) Reactant: [OH:1][C:2]([C:5]1[NH:9][N:8]=[C:7]([C:10]([OH:12])=O)[CH:6]=1)([CH3:4])[CH3:3].[NH2:13][C@@H:14]([CH3:30])[CH2:15][N:16]1[CH:20]=[CH:19][C:18]([C:21]2[CH:28]=[CH:27][C:24]([C:25]#[N:26])=[C:23]([Cl:29])[CH:22]=2)=[N:17]1.CN(C=O)C. Product: [Cl:29][C:23]1[CH:22]=[C:21]([C:18]2[CH:19]=[CH:20][N:16]([CH2:15][C@@H:14]([NH:13][C:10]([C:7]3[CH:6]=[C:5]([C:2]([OH:1])([CH3:3])[CH3:4])[NH:9][N:8]=3)=[O:12])[CH3:30])[N:17]=2)[CH:28]=[CH:27][C:24]=1[C:25]#[N:26]. The catalyst class is: 6. (5) Reactant: [CH2:1]([C:3]1[N:7]([CH2:8][CH2:9][O:10][CH3:11])[N:6]=[C:5]([C:12]([NH2:14])=[O:13])[C:4]=1[N+:15]([O-])=O)[CH3:2]. Product: [NH2:15][C:4]1[C:5]([C:12]([NH2:14])=[O:13])=[N:6][N:7]([CH2:8][CH2:9][O:10][CH3:11])[C:3]=1[CH2:1][CH3:2]. The catalyst class is: 19. (6) Reactant: [NH2:1][C:2]1[CH:3]=[C:4]2[CH:13]=[CH:12][CH:11]=[C:10]3[C:5]2=[C:6]([CH:22]=1)[C:7](=[O:21])[N:8]([CH2:15][CH2:16][CH2:17][C:18]([OH:20])=[O:19])[C:9]3=[O:14].[N-:23]=[N+:24]=[N-:25].[Na+].[CH3:27]OC(OC)OC. Product: [O:14]=[C:9]1[C:10]2[C:5]3[C:4](=[CH:3][C:2]([N:1]4[CH:27]=[N:25][N:24]=[N:23]4)=[CH:22][C:6]=3[C:7](=[O:21])[N:8]1[CH2:15][CH2:16][CH2:17][C:18]([OH:20])=[O:19])[CH:13]=[CH:12][CH:11]=2. The catalyst class is: 15. (7) Reactant: [Br:1][C:2]1[CH:24]=[CH:23][C:5]2[NH:6][C:7]([C@@H:9]3[CH2:13][C:12]([F:15])([F:14])[CH2:11][N:10]3C(OC(C)(C)C)=O)=[N:8][C:4]=2[CH:3]=1.C(O)(C(F)(F)F)=O. Product: [Br:1][C:2]1[CH:24]=[CH:23][C:5]2[NH:6][C:7]([C@@H:9]3[CH2:13][C:12]([F:15])([F:14])[CH2:11][NH:10]3)=[N:8][C:4]=2[CH:3]=1. The catalyst class is: 2. (8) Reactant: C(Cl)(=O)C(Cl)=O.[Br:7][C:8]1[CH:13]=[CH:12][N:11]=[C:10]([C:14]([OH:16])=O)[CH:9]=1.[F:17][C:18]1[CH:32]=[CH:31][C:21]([CH2:22][NH:23][O:24][CH:25]2[CH2:30][CH2:29][CH2:28][CH2:27][O:26]2)=[CH:20][CH:19]=1.C(N(CC)CC)C. Product: [F:17][C:18]1[CH:32]=[CH:31][C:21]([CH2:22][N:23]([O:24][CH:25]2[CH2:30][CH2:29][CH2:28][CH2:27][O:26]2)[C:14]([C:10]2[CH:9]=[C:8]([Br:7])[CH:13]=[CH:12][N:11]=2)=[O:16])=[CH:20][CH:19]=1. The catalyst class is: 120. (9) Reactant: O=[C:2]1[CH2:8][CH2:7][CH2:6][N:5]([C:9]([O:11][C:12]([CH3:15])([CH3:14])[CH3:13])=[O:10])[CH2:4][CH2:3]1.[CH2:16]([NH2:23])[C:17]1[CH:22]=[CH:21][CH:20]=[CH:19][CH:18]=1.O1CCCC1.C(O)(=O)C.C(O[BH-](OC(=O)C)OC(=O)C)(=O)C.[Na+]. Product: [CH2:16]([NH:23][CH:2]1[CH2:8][CH2:7][CH2:6][N:5]([C:9]([O:11][C:12]([CH3:15])([CH3:14])[CH3:13])=[O:10])[CH2:4][CH2:3]1)[C:17]1[CH:22]=[CH:21][CH:20]=[CH:19][CH:18]=1. The catalyst class is: 6.